From a dataset of TCR-epitope binding with 47,182 pairs between 192 epitopes and 23,139 TCRs. Binary Classification. Given a T-cell receptor sequence (or CDR3 region) and an epitope sequence, predict whether binding occurs between them. (1) Result: 1 (the TCR binds to the epitope). The epitope is TLIGDCATV. The TCR CDR3 sequence is CASSYTPGGISNQPQHF. (2) The epitope is KLSYGIATV. The TCR CDR3 sequence is CASSPLEISSGANVLTF. Result: 1 (the TCR binds to the epitope). (3) The epitope is SEISMDNSPNL. The TCR CDR3 sequence is CASSALGSGANVLTF. Result: 1 (the TCR binds to the epitope). (4) The epitope is KLPDDFTGCV. The TCR CDR3 sequence is CSVGEGHPYEQYF. Result: 1 (the TCR binds to the epitope). (5) The epitope is KAYNVTQAF. The TCR CDR3 sequence is CASSDNPGVGFMGEQFF. Result: 0 (the TCR does not bind to the epitope).